From a dataset of Forward reaction prediction with 1.9M reactions from USPTO patents (1976-2016). Predict the product of the given reaction. (1) The product is: [OH:27][CH2:26][CH2:28][NH:29][C:21]([C:19]1[CH:18]=[CH:17][C:14]2[N:15]([CH3:16])[C:11]([NH:10][C:8]3[S:9][C:5]4[CH:4]=[C:3]([F:25])[C:2]([F:1])=[CH:24][C:6]=4[N:7]=3)=[N:12][C:13]=2[CH:20]=1)=[O:23]. Given the reactants [F:1][C:2]1[C:3]([F:25])=[CH:4][C:5]2[S:9][C:8]([NH:10][C:11]3[N:15]([CH3:16])[C:14]4[CH:17]=[CH:18][C:19]([C:21]([OH:23])=O)=[CH:20][C:13]=4[N:12]=3)=[N:7][C:6]=2[CH:24]=1.[CH2:26]([CH2:28][NH2:29])[OH:27].CN(C(ON1N=NC2C=CC=CC1=2)=[N+](C)C)C.F[P-](F)(F)(F)(F)F.CCN(C(C)C)C(C)C, predict the reaction product. (2) Given the reactants [CH2:1]([N:8]1[C:12](=[O:13])[CH2:11][CH2:10][C@H:9]1[C:14]([OH:16])=O)[C:2]1[CH:7]=[CH:6][CH:5]=[CH:4][CH:3]=1.[NH2:17][CH:18]([CH2:24][C:25]1[CH:30]=[CH:29][CH:28]=[CH:27][CH:26]=1)[CH:19]([OH:23])[C:20]([NH2:22])=[O:21].O[NH-].O=[N-], predict the reaction product. The product is: [NH2:22][C:20](=[O:21])[C:19](=[O:23])[CH:18]([NH:17][C:14]([C@@H:9]1[CH2:10][CH2:11][C:12](=[O:13])[N:8]1[CH2:1][C:2]1[CH:3]=[CH:4][CH:5]=[CH:6][CH:7]=1)=[O:16])[CH2:24][C:25]1[CH:26]=[CH:27][CH:28]=[CH:29][CH:30]=1. (3) Given the reactants C[N:2](C)/[CH:3]=[CH:4]/[C:5]([C:7]1[C:12](=[O:13])[CH:11]=[CH:10][N:9]([C:14]2[CH:19]=[CH:18][CH:17]=[C:16]([O:20][C:21]([F:24])([F:23])[F:22])[CH:15]=2)[N:8]=1)=O.[CH3:26][C:27]1[C:32]([CH3:33])=[CH:31][CH:30]=[CH:29][C:28]=1[NH:34]N, predict the reaction product. The product is: [CH3:26][C:27]1[C:32]([CH3:33])=[CH:31][CH:30]=[CH:29][C:28]=1[N:34]1[C:5]([C:7]2[C:12](=[O:13])[CH:11]=[CH:10][N:9]([C:14]3[CH:19]=[CH:18][CH:17]=[C:16]([O:20][C:21]([F:24])([F:23])[F:22])[CH:15]=3)[N:8]=2)=[CH:4][CH:3]=[N:2]1. (4) Given the reactants [OH:1][C:2]1[CH:7]=[CH:6][C:5]([CH:8]=[CH:9][CH2:10][N:11]2[C:19](=[O:20])[C:18]3[C:13](=[CH:14][CH:15]=[CH:16][CH:17]=3)[C:12]2=[O:21])=[CH:4][CH:3]=1.O.C(OCC)(=O)C, predict the reaction product. The product is: [OH:1][C:2]1[CH:7]=[CH:6][C:5]([CH2:8][CH2:9][CH2:10][N:11]2[C:19](=[O:20])[C:18]3[C:13](=[CH:14][CH:15]=[CH:16][CH:17]=3)[C:12]2=[O:21])=[CH:4][CH:3]=1. (5) Given the reactants [CH2:1](Br)[C:2]1[CH:7]=[CH:6][CH:5]=[CH:4][CH:3]=1.[CH3:9][C:10]([C:12]1[CH:13]=[CH:14][C:15]([OH:19])=[CH:16][C:17]=1[OH:18])=[O:11].C(=O)([O-])[O-].[K+].[K+], predict the reaction product. The product is: [CH2:1]([O:18][C:17]1[CH:16]=[C:15]([O:19][CH2:1][C:2]2[CH:7]=[CH:6][CH:5]=[CH:4][CH:3]=2)[CH:14]=[CH:13][C:12]=1[C:10](=[O:11])[CH3:9])[C:2]1[CH:7]=[CH:6][CH:5]=[CH:4][CH:3]=1. (6) Given the reactants C([O:3][C:4]([C:6]1[N:7]([C:27]2[CH:32]=[CH:31][C:30]([O:33][CH:34]([CH3:36])[CH3:35])=[CH:29][CH:28]=2)[C:8]2[C:13]([C:14]=1[N:15]([C:23](=[O:25])[CH3:24])C(OC(C)(C)C)=O)=[CH:12][C:11]([OH:26])=[CH:10][CH:9]=2)=[O:5])C.[CH:37]([O:40][C:41]1[CH:46]=[CH:45][C:44](B(O)O)=[CH:43][C:42]=1[O:50][C:51]([F:54])([F:53])[F:52])([CH3:39])[CH3:38], predict the reaction product. The product is: [C:23]([NH:15][C:14]1[C:13]2[C:8](=[CH:9][CH:10]=[C:11]([O:26][C:44]3[CH:45]=[CH:46][C:41]([O:40][CH:37]([CH3:39])[CH3:38])=[C:42]([O:50][C:51]([F:52])([F:53])[F:54])[CH:43]=3)[CH:12]=2)[N:7]([C:27]2[CH:32]=[CH:31][C:30]([O:33][CH:34]([CH3:36])[CH3:35])=[CH:29][CH:28]=2)[C:6]=1[C:4]([OH:3])=[O:5])(=[O:25])[CH3:24].